Dataset: HIV replication inhibition screening data with 41,000+ compounds from the AIDS Antiviral Screen. Task: Binary Classification. Given a drug SMILES string, predict its activity (active/inactive) in a high-throughput screening assay against a specified biological target. The drug is CCCCCCCCCCCCNS(=O)(=O)c1ccc(-c2c3nc(c(-c4ccc(S(=O)(=O)NCCCCCCCCCCCC)cc4)c4ccc([nH]4)c(-c4ccc(S(=O)(=O)NCCCCCCCCCCCC)cc4)c4nc(c(-c5ccc(S(=O)(=O)NCCCCCCCCCCCC)cc5)c5ccc2[nH]5)C=C4)C=C3)cc1. The result is 0 (inactive).